From a dataset of Experimentally validated miRNA-target interactions with 360,000+ pairs, plus equal number of negative samples. Binary Classification. Given a miRNA mature sequence and a target amino acid sequence, predict their likelihood of interaction. The miRNA is hsa-miR-1306-5p with sequence CCACCUCCCCUGCAAACGUCCA. The protein sequence of the target gene is MGEKKPEPLDFVKDFQEYLTQQTHHVNMISGSVSGDKEAETLQGAGTDGDQNGLDHPSVEVSLDENSGMLVDGFERTFDGKLKCRYCNYASKGTARLIEHIRIHTGEKPHRCHLCPFASAYERHLEAHMRSHTGEKPYKCELCSFRCSDRSNLSHHRRRKHKMVPIKGTRSSLSSKKMWGVLQKKTSNLGYSRRALINLSPPSMVVQKPDYLNDFTHEIPNIQTDSYEAMAKTTPTGGLPRDPQELMVDNPLNQLSTLAGQLSSLPPENQNPASPDVDACPDEKPFMIQQPSAQAVVSAV.... Result: 0 (no interaction).